Dataset: Full USPTO retrosynthesis dataset with 1.9M reactions from patents (1976-2016). Task: Predict the reactants needed to synthesize the given product. Given the product [F:1][C:2]1[CH:3]=[C:4]([CH:16]=[CH:17][C:18]=1[F:19])[O:5][C:6]1[C:7]([F:15])=[CH:8][C:9]([CH2:13][O:14][C:21]2[CH:32]=[C:25]3[N:26]([CH3:31])[C@@H:27]([CH3:30])[CH2:28][CH2:29][N:24]3[C:23](=[O:33])[N:22]=2)=[CH:10][C:11]=1[F:12], predict the reactants needed to synthesize it. The reactants are: [F:1][C:2]1[CH:3]=[C:4]([CH:16]=[CH:17][C:18]=1[F:19])[O:5][C:6]1[C:11]([F:12])=[CH:10][C:9]([CH2:13][OH:14])=[CH:8][C:7]=1[F:15].Cl[C:21]1[CH:32]=[C:25]2[N:26]([CH3:31])[C@@H:27]([CH3:30])[CH2:28][CH2:29][N:24]2[C:23](=[O:33])[N:22]=1.